Predict the product of the given reaction. From a dataset of Forward reaction prediction with 1.9M reactions from USPTO patents (1976-2016). (1) Given the reactants Br[C:2]1[CH:3]=[CH:4][C:5]([C:10]([N:12]2[CH2:17][CH2:16][N:15]([C:18]3[C:23]([CH3:24])=[CH:22][C:21]([CH2:25][CH3:26])=[CH:20][N:19]=3)[CH2:14][CH2:13]2)=[O:11])=[C:6]([CH:9]=1)[C:7]#[N:8].[NH:27]1[CH2:31][CH2:30][CH2:29][C:28]1=[O:32], predict the reaction product. The product is: [CH2:25]([C:21]1[CH:22]=[C:23]([CH3:24])[C:18]([N:15]2[CH2:16][CH2:17][N:12]([C:10]([C:5]3[CH:4]=[CH:3][C:2]([N:27]4[CH2:31][CH2:30][CH2:29][C:28]4=[O:32])=[CH:9][C:6]=3[C:7]#[N:8])=[O:11])[CH2:13][CH2:14]2)=[N:19][CH:20]=1)[CH3:26]. (2) Given the reactants [CH2:1]([N:3]1[C:7]2=[N:8][C:9]([CH2:33][CH3:34])=[C:10]([CH2:19][NH:20][C:21](=[O:32])[C:22]3[CH:27]=[CH:26][CH:25]=[C:24]([CH2:28][C:29](=O)C)C=3)[C:11]([NH:12][CH:13]3[CH2:18][CH2:17][O:16][CH2:15][CH2:14]3)=[C:6]2[CH:5]=[N:4]1)[CH3:2].[Br:35]CCCCCCCC(O)=O, predict the reaction product. The product is: [Br:35][CH2:29][CH2:28][CH2:24][CH2:25][CH2:26][CH2:27][CH2:22][C:21]([NH:20][CH2:19][C:10]1[C:11]([NH:12][CH:13]2[CH2:18][CH2:17][O:16][CH2:15][CH2:14]2)=[C:6]2[CH:5]=[N:4][N:3]([CH2:1][CH3:2])[C:7]2=[N:8][C:9]=1[CH2:33][CH3:34])=[O:32]. (3) Given the reactants [Cl:1][C:2]1[C:10]2[C:5](=[CH:6][CH:7]=[CH:8][CH:9]=2)[N:4]([C:11]2[CH:16]=[CH:15][N:14]=[C:13](Cl)[CH:12]=2)[N:3]=1.C1(P(C2C=CC=CC=2)C2C=CC3C(=CC=CC=3)C=2C2C3C(=CC=CC=3)C=CC=2P(C2C=CC=CC=2)C2C=CC=CC=2)C=CC=CC=1.[CH3:64][C@H:65]([NH2:72])[C:66]1[CH:71]=[CH:70][CH:69]=[CH:68][CH:67]=1.CC(C)([O-])C.[Na+], predict the reaction product. The product is: [Cl:1][C:2]1[C:10]2[C:5](=[CH:6][CH:7]=[CH:8][CH:9]=2)[N:4]([C:11]2[CH:16]=[CH:15][N:14]=[C:13]([NH:72][C@H:65]([C:66]3[CH:71]=[CH:70][CH:69]=[CH:68][CH:67]=3)[CH3:64])[CH:12]=2)[N:3]=1. (4) Given the reactants [F:1][C:2]1[CH:7]=[CH:6][CH:5]=[CH:4][C:3]=1[N:8]1[C:16]2[C:11](=[C:12]([N:17]3[CH2:24][CH:23]4[CH:19]([CH2:20][NH:21][CH2:22]4)[C:18]3=[O:25])[CH:13]=[CH:14][CH:15]=2)[CH:10]=[N:9]1.[C:26](N1C=CN=C1)([N:28]1[CH:32]=[CH:31][N:30]=[CH:29]1)=[O:27], predict the reaction product. The product is: [F:1][C:2]1[CH:7]=[CH:6][CH:5]=[CH:4][C:3]=1[N:8]1[C:16]2[C:11](=[C:12]([N:17]3[CH2:24][C@H:23]4[C@H:19]([CH2:20][N:21]([C:26]([N:28]5[CH:32]=[CH:31][N:30]=[CH:29]5)=[O:27])[CH2:22]4)[C:18]3=[O:25])[CH:13]=[CH:14][CH:15]=2)[CH:10]=[N:9]1. (5) Given the reactants [I:1][C:2]1[CH:11]=[C:10]2[C:5]([C:6](=O)[CH:7]=[CH:8][NH:9]2)=[CH:4][C:3]=1[CH3:13].[Cl-:14].[P+]=O.[OH-].[NH4+], predict the reaction product. The product is: [Cl:14][C:6]1[C:5]2[C:10](=[CH:11][C:2]([I:1])=[C:3]([CH3:13])[CH:4]=2)[N:9]=[CH:8][CH:7]=1. (6) Given the reactants S(O[CH2:6][CH2:7][CH2:8][CH2:9][CH:10]1[C:18]2[C:13](=[CH:14][CH:15]=[CH:16][CH:17]=2)[NH:12][C:11]1=[O:19])(C)(=O)=O.[Cl:20][C:21]1[CH:22]=[C:23]([N:28]2[CH2:33][CH2:32][NH:31][CH2:30][CH2:29]2)[CH:24]=[CH:25][C:26]=1[F:27], predict the reaction product. The product is: [ClH:20].[Cl:20][C:21]1[CH:22]=[C:23]([N:28]2[CH2:33][CH2:32][N:31]([CH2:6][CH2:7][CH2:8][CH2:9][CH:10]3[C:18]4[C:13](=[CH:14][CH:15]=[CH:16][CH:17]=4)[NH:12][C:11]3=[O:19])[CH2:30][CH2:29]2)[CH:24]=[CH:25][C:26]=1[F:27]. (7) Given the reactants [Si:1]([O:8][CH:9]1[CH2:13][CH2:12][CH:11]([OH:14])[CH2:10]1)([C:4]([CH3:7])([CH3:6])[CH3:5])([CH3:3])[CH3:2].[S:15](Cl)([C:18]1[CH:24]=[CH:23][C:21]([CH3:22])=[CH:20][CH:19]=1)(=[O:17])=[O:16], predict the reaction product. The product is: [Si:1]([O:8][CH:9]1[CH2:13][CH2:12][CH:11]([O:14][S:15]([C:18]2[CH:24]=[CH:23][C:21]([CH3:22])=[CH:20][CH:19]=2)(=[O:17])=[O:16])[CH2:10]1)([C:4]([CH3:7])([CH3:6])[CH3:5])([CH3:3])[CH3:2].